Dataset: Catalyst prediction with 721,799 reactions and 888 catalyst types from USPTO. Task: Predict which catalyst facilitates the given reaction. Reactant: [Cl:1][C:2]1[CH:7]=[CH:6][C:5]([CH:8]([C:16]2[C:24]3[C:19](=[C:20]([CH2:25][S:26][CH3:27])[CH:21]=[CH:22][CH:23]=3)[NH:18][CH:17]=2)[CH2:9][CH2:10][C:11](OCC)=[O:12])=[CH:4][CH:3]=1.[H-].[Al+3].[Li+].[H-].[H-].[H-].Cl. Product: [Cl:1][C:2]1[CH:3]=[CH:4][C:5]([CH:8]([C:16]2[C:24]3[C:19](=[C:20]([CH2:25][S:26][CH3:27])[CH:21]=[CH:22][CH:23]=3)[NH:18][CH:17]=2)[CH2:9][CH2:10][CH2:11][OH:12])=[CH:6][CH:7]=1. The catalyst class is: 7.